Dataset: Merck oncology drug combination screen with 23,052 pairs across 39 cell lines. Task: Regression. Given two drug SMILES strings and cell line genomic features, predict the synergy score measuring deviation from expected non-interaction effect. (1) Drug 1: NC(=O)c1cccc2cn(-c3ccc(C4CCCNC4)cc3)nc12. Drug 2: CCc1c2c(nc3ccc(O)cc13)-c1cc3c(c(=O)n1C2)COC(=O)C3(O)CC. Cell line: CAOV3. Synergy scores: synergy=31.2. (2) Drug 1: O=C(CCCCCCC(=O)Nc1ccccc1)NO. Drug 2: NC1CCCCC1N.O=C(O)C(=O)O.[Pt+2]. Cell line: UWB1289. Synergy scores: synergy=19.7. (3) Drug 1: Nc1ccn(C2OC(CO)C(O)C2(F)F)c(=O)n1. Drug 2: Cn1c(=O)n(-c2ccc(C(C)(C)C#N)cc2)c2c3cc(-c4cnc5ccccc5c4)ccc3ncc21. Cell line: LOVO. Synergy scores: synergy=0.141. (4) Drug 1: C=CCn1c(=O)c2cnc(Nc3ccc(N4CCN(C)CC4)cc3)nc2n1-c1cccc(C(C)(C)O)n1. Drug 2: NC(=O)c1cccc2cn(-c3ccc(C4CCCNC4)cc3)nc12. Cell line: HT144. Synergy scores: synergy=9.04. (5) Drug 1: CN(C)C(=N)N=C(N)N. Drug 2: O=C(CCCCCCC(=O)Nc1ccccc1)NO. Cell line: SKMEL30. Synergy scores: synergy=2.42. (6) Drug 1: CC1(c2nc3c(C(N)=O)cccc3[nH]2)CCCN1. Drug 2: CCc1cnn2c(NCc3ccc[n+]([O-])c3)cc(N3CCCCC3CCO)nc12. Cell line: OVCAR3. Synergy scores: synergy=17.3. (7) Drug 1: O=C(O)C1(Cc2cccc(Nc3nccs3)n2)CCC(Oc2cccc(Cl)c2F)CC1. Cell line: MDAMB436. Drug 2: NC1CCCCC1N.O=C(O)C(=O)O.[Pt+2]. Synergy scores: synergy=-7.22.